From a dataset of Forward reaction prediction with 1.9M reactions from USPTO patents (1976-2016). Predict the product of the given reaction. (1) Given the reactants [CH2:1]([N:3]([CH2:29][CH3:30])[CH2:4][CH2:5][C:6]1[C:14]2[C:9](=[CH:10][CH:11]=[C:12]([NH:15][S:16]([C:19]3[C:28]4[C:23](=[CH:24][CH:25]=[CH:26][CH:27]=4)[CH:22]=[CH:21][CH:20]=3)(=[O:18])=[O:17])[CH:13]=2)[NH:8][CH:7]=1)[CH3:2].[ClH:31], predict the reaction product. The product is: [ClH:31].[CH2:29]([N:3]([CH2:1][CH3:2])[CH2:4][CH2:5][C:6]1[C:14]2[C:9](=[CH:10][CH:11]=[C:12]([NH:15][S:16]([C:19]3[C:28]4[C:23](=[CH:24][CH:25]=[CH:26][CH:27]=4)[CH:22]=[CH:21][CH:20]=3)(=[O:17])=[O:18])[CH:13]=2)[NH:8][CH:7]=1)[CH3:30]. (2) The product is: [CH2:12]([N:19]([CH2:20][CH2:21][OH:22])[C:9](=[O:11])[CH2:8][C:7]1[C:2]([Cl:1])=[N:3][CH:4]=[CH:5][CH:6]=1)[C:13]1[CH:18]=[CH:17][CH:16]=[CH:15][CH:14]=1. Given the reactants [Cl:1][C:2]1[C:7]([CH2:8][C:9]([OH:11])=O)=[CH:6][CH:5]=[CH:4][N:3]=1.[CH2:12]([NH:19][CH2:20][CH2:21][OH:22])[C:13]1[CH:18]=[CH:17][CH:16]=[CH:15][CH:14]=1.C1C=CC2N(O)N=NC=2C=1.CCN=C=NCCCN(C)C.Cl, predict the reaction product. (3) Given the reactants [Cl:1][C:2]1[CH:3]=[C:4]([CH:16]=[CH:17][C:18]=1[F:19])[C:5]([NH:7][C:8]1[CH:13]=[CH:12][C:11]([CH3:14])=[C:10]([OH:15])[CH:9]=1)=[O:6].C(=O)([O-])[O-].[K+].[K+].Br[CH2:27][C:28]1[C:36]2[C:31](=[N:32][CH:33]=[N:34][C:35]=2[Cl:37])[N:30]([CH3:38])[N:29]=1, predict the reaction product. The product is: [Cl:1][C:2]1[CH:3]=[C:4]([CH:16]=[CH:17][C:18]=1[F:19])[C:5]([NH:7][C:8]1[CH:13]=[CH:12][C:11]([CH3:14])=[C:10]([O:15][CH2:27][C:28]2[C:36]3[C:31](=[N:32][CH:33]=[N:34][C:35]=3[Cl:37])[N:30]([CH3:38])[N:29]=2)[CH:9]=1)=[O:6]. (4) Given the reactants [C:1]([O:5][C:6]([NH:8][C:9]1[CH:14]=[CH:13][N:12]=[C:11]([O:15][CH3:16])[CH:10]=1)=[O:7])([CH3:4])([CH3:3])[CH3:2].CN(C)CCN(C)C.[Li]CCCC.[I:30]I.[Cl-].[NH4+], predict the reaction product. The product is: [C:1]([O:5][C:6]([NH:8][C:9]1[CH:14]=[CH:13][N:12]=[C:11]([O:15][CH3:16])[C:10]=1[I:30])=[O:7])([CH3:4])([CH3:3])[CH3:2]. (5) Given the reactants FF.[CH3:3][CH2:4][CH2:5][CH2:6][CH2:7][CH3:8].[CH2:9]([Li])[CH2:10][CH2:11][CH3:12].O.[C:15](=[O:18])(O)[O-].[Na+].[CH2:20]1[CH2:24]OC[CH2:21]1, predict the reaction product. The product is: [C:5]1([CH2:15][OH:18])[C:4]2[CH2:24][C:20]3[C:9](=[CH:10][CH:11]=[CH:12][CH:21]=3)[C:3]=2[CH:8]=[CH:7][CH:6]=1. (6) Given the reactants [OH:1][C:2]1[CH:15]=[CH:14][C:13]2[C:12](=O)[C:11]3[C:6](=[CH:7][CH:8]=[CH:9][CH:10]=3)[C:5](=[O:17])[C:4]=2[CH:3]=1.[Sn](Cl)(Cl)(Cl)Cl, predict the reaction product. The product is: [OH:1][C:2]1[CH:15]=[CH:14][C:13]2[CH2:12][C:11]3[C:6](=[CH:7][CH:8]=[CH:9][CH:10]=3)[C:5](=[O:17])[C:4]=2[CH:3]=1.